This data is from Forward reaction prediction with 1.9M reactions from USPTO patents (1976-2016). The task is: Predict the product of the given reaction. (1) Given the reactants [Cl:1][C:2]1[C:8](Cl)=[CH:7][C:5]([NH2:6])=[C:4]([N+:10]([O-:12])=[O:11])[CH:3]=1.[Cl:13][C:14]1[CH:19]=[C:18]([Cl:20])[CH:17]=[CH:16][C:15]=1[OH:21].C(=O)([O-])[O-].[K+].[K+], predict the reaction product. The product is: [Cl:1][C:2]1[C:8]([O:21][C:15]2[CH:16]=[CH:17][C:18]([Cl:20])=[CH:19][C:14]=2[Cl:13])=[CH:7][C:5]([NH2:6])=[C:4]([N+:10]([O-:12])=[O:11])[CH:3]=1. (2) Given the reactants [CH3:1][O:2][C:3]([C:5]1[CH:6]=[C:7]2[C:12](=[CH:13][CH:14]=1)[N:11]([C:15](=[O:17])[CH3:16])[C:10]([CH3:19])([CH3:18])[CH:9]=[C:8]2[CH3:20])=[O:4].[Al+3].[Cl-].[Cl-].[Cl-], predict the reaction product. The product is: [CH3:1][O:2][C:3]([C:5]1[CH:6]=[C:7]2[C:12](=[CH:13][CH:14]=1)[N:11]([C:15](=[O:17])[CH3:16])[C:10]([CH3:19])([CH3:18])[CH2:9][C:8]2([C:5]1[CH:6]=[CH:7][CH:12]=[CH:13][CH:14]=1)[CH3:20])=[O:4]. (3) Given the reactants [C:1]([O:7][CH2:8][N:9]1[C:13]2[N:14]=[CH:15][N:16]=[C:17](Cl)[C:12]=2[CH:11]=[CH:10]1)(=[O:6])[C:2]([CH3:5])([CH3:4])[CH3:3].[CH:19]1([CH:24]([N:28]2[CH:32]=[C:31](B3OC(C)(C)C(C)(C)O3)[CH:30]=[N:29]2)[CH2:25][C:26]#[N:27])[CH2:23][CH2:22][CH2:21][CH2:20]1.COCCOC.O.C(=O)([O-])[O-].[K+].[K+], predict the reaction product. The product is: [C:1]([O:7][CH2:8][N:9]1[C:13]2[N:14]=[CH:15][N:16]=[C:17]([C:31]3[CH:30]=[N:29][N:28]([CH:24]([CH:19]4[CH2:23][CH2:22][CH2:21][CH2:20]4)[CH2:25][C:26]#[N:27])[CH:32]=3)[C:12]=2[CH:11]=[CH:10]1)(=[O:6])[C:2]([CH3:5])([CH3:4])[CH3:3]. (4) Given the reactants [H-].[Na+].[O:3]1[CH:7]=[CH:6][CH:5]=[C:4]1[C:8](=[O:17])[CH2:9][C:10](OC(C)(C)C)=O.BrC[C:20]([O:22][CH2:23][CH3:24])=[O:21].Cl.FC(F)(F)C(O)=O.C(=O)(O)[O-].[Na+], predict the reaction product. The product is: [O:3]1[CH:7]=[CH:6][CH:5]=[C:4]1[C:8](=[O:17])[CH2:9][CH2:10][C:20]([O:22][CH2:23][CH3:24])=[O:21]. (5) Given the reactants Cl.[Br:2][C:3]1[CH:8]=[CH:7][CH:6]=[CH:5][C:4]=1[CH2:9][CH2:10]CC#N.[C:14]([OH:17])(=[O:16])[CH3:15], predict the reaction product. The product is: [Br:2][C:3]1[CH:8]=[CH:7][CH:6]=[CH:5][C:4]=1[CH2:9][CH2:10][CH2:15][C:14]([OH:17])=[O:16].